From a dataset of Full USPTO retrosynthesis dataset with 1.9M reactions from patents (1976-2016). Predict the reactants needed to synthesize the given product. Given the product [Br:1][C:2]1[CH:3]=[CH:4][C:5]2[S:9](=[O:11])(=[O:10])[N:8]=[C:7]([CH3:14])[C:6]=2[CH:13]=1, predict the reactants needed to synthesize it. The reactants are: [Br:1][C:2]1[CH:3]=[CH:4][C:5]2[S:9](=[O:11])(=[O:10])[NH:8][C:7](=O)[C:6]=2[CH:13]=1.[CH3:14][Mg]Br.Cl.